This data is from Catalyst prediction with 721,799 reactions and 888 catalyst types from USPTO. The task is: Predict which catalyst facilitates the given reaction. (1) Reactant: [NH2:1][C:2]([C:4]1[CH:9]=[C:8]([C:10]([NH:12][CH2:13][C:14]([CH3:17])([CH3:16])[CH3:15])=[O:11])[CH:7]=[CH:6][C:5]=1[C:18]1[C:23]([CH3:24])=[C:22]([F:25])[CH:21]=[C:20]([C:26](O)=[O:27])[CH:19]=1)=[O:3].CN(C(ON1N=NC2C=CC=CC1=2)=[N+](C)C)C.F[P-](F)(F)(F)(F)F.CCN(CC)CC.[NH2:60][CH2:61][CH2:62][CH2:63][OH:64]. Product: [CH3:15][C:14]([CH3:17])([CH3:16])[CH2:13][NH:12][C:10]([C:8]1[CH:9]=[C:4]([C:2]([NH2:1])=[O:3])[C:5]([C:18]2[C:23]([CH3:24])=[C:22]([F:25])[CH:21]=[C:20]([C:26]([NH:60][CH2:61][CH2:62][CH2:63][OH:64])=[O:27])[CH:19]=2)=[CH:6][CH:7]=1)=[O:11]. The catalyst class is: 3. (2) Reactant: Cl[C:2]1[CH:3]=[CH:4][N:5]2[C:10]([CH:11]=1)=[CH:9][CH:8]=[C:7]([C:12]([O:14][CH2:15][CH3:16])=[O:13])[C:6]2=[O:17].[N-:18]=[N+:19]=[N-:20].[Na+].CN(C=O)C. Product: [N:18]([C:2]1[CH:3]=[CH:4][N:5]2[C:10]([CH:11]=1)=[CH:9][CH:8]=[C:7]([C:12]([O:14][CH2:15][CH3:16])=[O:13])[C:6]2=[O:17])=[N+:19]=[N-:20]. The catalyst class is: 6. (3) Reactant: [H-].[Na+].[O:3]=[C:4]1[CH2:10][CH2:9][CH2:8][CH2:7][CH2:6][CH:5]1[C:11]([O:13][CH3:14])=[O:12].[F:15][C:16]([F:31])([S:27](F)(=[O:29])=[O:28])[C:17]([F:26])([F:25])[C:18]([F:24])([F:23])[C:19]([F:22])([F:21])[F:20].Cl. Product: [F:24][C:18]([F:23])([C:19]([F:20])([F:21])[F:22])[C:17]([F:25])([F:26])[C:16]([F:31])([F:15])[S:27]([O:3][C:4]1[CH2:10][CH2:9][CH2:8][CH2:7][CH2:6][C:5]=1[C:11]([O:13][CH3:14])=[O:12])(=[O:28])=[O:29]. The catalyst class is: 42. (4) Reactant: [OH-].[Na+].[NH2:3][C:4]([NH2:6])=[NH:5].Cl[C:8]1[N:13]=[C:12]([CH2:14][C:15]2[C:20]([Cl:21])=[CH:19][CH:18]=[CH:17][C:16]=2[Cl:22])[N:11]=[C:10]([NH:23][C:24]2[CH:31]=[CH:30][C:27]([C:28]#[N:29])=[CH:26][CH:25]=2)[N:9]=1. Product: [C:28]([C:27]1[CH:30]=[CH:31][C:24]([NH:23][C:10]2[N:11]=[C:12]([CH2:14][C:15]3[C:20]([Cl:21])=[CH:19][CH:18]=[CH:17][C:16]=3[Cl:22])[N:13]=[C:8]([NH:5][C:4]([NH2:6])=[NH:3])[N:9]=2)=[CH:25][CH:26]=1)#[N:29]. The catalyst class is: 12. (5) Reactant: [C:1]1([C:7]2[N:12]=[CH:11][C:10]([NH:13][C:14](=[O:19])[CH2:15][C:16]([OH:18])=O)=[CH:9][CH:8]=2)[CH:6]=[CH:5][CH:4]=[CH:3][CH:2]=1.CCN(C(C)C)C(C)C.C1C=CC2N(O)N=NC=2C=1.CCN=C=NCCCN(C)C.Cl.Cl.Cl.[Br:53][C:54]1[CH:59]=[CH:58][CH:57]=[CH:56][C:55]=1[NH:60][CH:61]1[CH2:66][CH2:65][NH:64][CH2:63][CH2:62]1. Product: [Br:53][C:54]1[CH:59]=[CH:58][CH:57]=[CH:56][C:55]=1[NH:60][CH:61]1[CH2:66][CH2:65][N:64]([C:16](=[O:18])[CH2:15][C:14]([NH:13][C:10]2[CH:11]=[N:12][C:7]([C:1]3[CH:2]=[CH:3][CH:4]=[CH:5][CH:6]=3)=[CH:8][CH:9]=2)=[O:19])[CH2:63][CH2:62]1. The catalyst class is: 18.